From a dataset of Full USPTO retrosynthesis dataset with 1.9M reactions from patents (1976-2016). Predict the reactants needed to synthesize the given product. (1) Given the product [Cl:22][C:23]1[CH:28]=[C:27]([O:29][CH3:30])[CH:26]=[CH:25][C:24]=1[C:31]1[CH:36]=[CH:35][N:34]([C:2]2[CH:7]=[CH:6][C:5]3[C:8]4[CH2:9][N:10]([C:15]([O:17][C:18]([CH3:21])([CH3:20])[CH3:19])=[O:16])[CH2:11][CH2:12][C:13]=4[O:14][C:4]=3[CH:3]=2)[C:33](=[O:37])[CH:32]=1, predict the reactants needed to synthesize it. The reactants are: Br[C:2]1[CH:7]=[CH:6][C:5]2[C:8]3[CH2:9][N:10]([C:15]([O:17][C:18]([CH3:21])([CH3:20])[CH3:19])=[O:16])[CH2:11][CH2:12][C:13]=3[O:14][C:4]=2[CH:3]=1.[Cl:22][C:23]1[CH:28]=[C:27]([O:29][CH3:30])[CH:26]=[CH:25][C:24]=1[C:31]1[CH:36]=[CH:35][NH:34][C:33](=[O:37])[CH:32]=1. (2) The reactants are: [C:1]1([C@H:7]2[CH2:12][CH2:11][CH2:10][NH:9][CH2:8]2)[CH:6]=[CH:5][CH:4]=[CH:3][CH:2]=1.[F:13][C:14]([F:19])([F:18])[C@@H:15]1[CH2:17][O:16]1. Given the product [F:13][C:14]([F:19])([F:18])[C@@H:15]([OH:16])[CH2:17][N:9]1[CH2:10][CH2:11][CH2:12][C@H:7]([C:1]2[CH:6]=[CH:5][CH:4]=[CH:3][CH:2]=2)[CH2:8]1, predict the reactants needed to synthesize it.